From a dataset of Catalyst prediction with 721,799 reactions and 888 catalyst types from USPTO. Predict which catalyst facilitates the given reaction. (1) Reactant: [F:1][C:2]1[C:3]([N:9]=[CH:10][N:11]([CH3:13])[CH3:12])=[N:4][C:5]([OH:8])=[N:6][CH:7]=1.C(=O)([O-])[O-].[Cs+].[Cs+].[C:20]([O:26][CH2:27]Cl)(=[O:25])[C:21]([CH3:24])([CH3:23])[CH3:22].C(OCC)C. Product: [CH3:12][N:11]([CH:10]=[N:9][C:3]1[C:2]([F:1])=[CH:7][N:6]=[C:5]([O:8][CH2:27][O:26][C:20](=[O:25])[C:21]([CH3:24])([CH3:23])[CH3:22])[N:4]=1)[CH3:13]. The catalyst class is: 3. (2) Reactant: [CH3:1][C:2]1[C:6]2[C:7]([CH:26]3[CH2:31][CH2:30][NH:29][CH2:28][CH2:27]3)=[N:8][C:9]3[N:10]([N:11]=[CH:12][C:13]=3[C:14]3[CH:15]=[N:16][C:17]([C:20]4[CH:25]=[CH:24][CH:23]=[CH:22][CH:21]=4)=[CH:18][CH:19]=3)[C:5]=2[NH:4][N:3]=1.[C:32](O)(=[O:36])[C@@H:33]([CH3:35])[OH:34].C1C=CC2N(O)N=NC=2C=1.CCN(C(C)C)C(C)C. Product: [OH:34][C@H:33]([CH3:35])[C:32]([N:29]1[CH2:30][CH2:31][CH:26]([C:7]2[C:6]3[C:2]([CH3:1])=[N:3][NH:4][C:5]=3[N:10]3[N:11]=[CH:12][C:13]([C:14]4[CH:15]=[N:16][C:17]([C:20]5[CH:25]=[CH:24][CH:23]=[CH:22][CH:21]=5)=[CH:18][CH:19]=4)=[C:9]3[N:8]=2)[CH2:27][CH2:28]1)=[O:36]. The catalyst class is: 607. (3) Reactant: [C:1]1([C:13](Cl)=O)[CH:6]=[CH:5][CH:4]=[C:3]([C:7](Cl)=O)[C:2]=1C(Cl)=O.[CH3:16][N:17]1[CH2:21][CH2:20][CH2:19][C:18]1=O.[C:23]1([NH:29][C:30]2[CH:35]=[CH:34][CH:33]=[CH:32][C:31]=2[NH2:36])[CH:28]=[CH:27][CH:26]=[CH:25][CH:24]=1. Product: [C:23]1([N:29]2[C:30]3[CH:35]=[CH:34][CH:33]=[CH:32][C:31]=3[N:36]=[C:13]2[C:1]2[CH:2]=[C:3]([C:7]3[N:29]([C:23]4[CH:24]=[CH:25][CH:26]=[CH:27][CH:28]=4)[C:30]4[CH:35]=[CH:34][CH:33]=[CH:32][C:31]=4[N:36]=3)[CH:4]=[C:5]([C:30]3[N:17]([C:16]4[CH:35]=[CH:34][CH:33]=[CH:32][CH:31]=4)[C:21]4[CH:20]=[CH:19][CH:18]=[CH:24][C:23]=4[N:29]=3)[CH:6]=2)[CH:24]=[CH:25][CH:26]=[CH:27][CH:28]=1. The catalyst class is: 6. (4) Reactant: C([O:6][C@@H:7]([C:9]1[N:14]=[C:13]([N:15]2[CH2:20][CH2:19][N:18]([C:21]3[O:22][C:23]4[C:28]([N:29]=3)=[CH:27][CH:26]=[CH:25][N:24]=4)[CH2:17][CH2:16]2)[CH:12]=[CH:11][N:10]=1)[CH3:8])(=O)CCC.Cl.[OH-].[Na+]. Product: [N:29]1[C:28]2[C:23](=[N:24][CH:25]=[CH:26][CH:27]=2)[O:22][C:21]=1[N:18]1[CH2:17][CH2:16][N:15]([C:13]2[CH:12]=[CH:11][N:10]=[C:9]([C@H:7]([OH:6])[CH3:8])[N:14]=2)[CH2:20][CH2:19]1. The catalyst class is: 12. (5) Reactant: [Br:1][C:2]1[CH:3]=[C:4]([C:12]([C:14]2[CH:19]=[CH:18][C:17]([O:20]C)=[CH:16][CH:15]=2)=[O:13])[CH:5]=[CH:6][C:7]=1[O:8][CH2:9][CH2:10][Br:11].B(Br)(Br)Br.CCOC(C)=O. Product: [Br:1][C:2]1[CH:3]=[C:4]([C:12]([C:14]2[CH:15]=[CH:16][C:17]([OH:20])=[CH:18][CH:19]=2)=[O:13])[CH:5]=[CH:6][C:7]=1[O:8][CH2:9][CH2:10][Br:11]. The catalyst class is: 2. (6) Reactant: [C:1]([O:5][C:6]([N:8]1[CH2:13][CH:12]=[C:11]([C:14]2[CH:19]=[CH:18][CH:17]=[C:16]([C:20]([O:22][CH2:23][CH3:24])=[O:21])[CH:15]=2)[CH2:10][CH2:9]1)=[O:7])([CH3:4])([CH3:3])[CH3:2]. Product: [C:1]([O:5][C:6]([N:8]1[CH2:13][CH2:12][CH:11]([C:14]2[CH:19]=[CH:18][CH:17]=[C:16]([C:20]([O:22][CH2:23][CH3:24])=[O:21])[CH:15]=2)[CH2:10][CH2:9]1)=[O:7])([CH3:4])([CH3:3])[CH3:2]. The catalyst class is: 29.